This data is from Full USPTO retrosynthesis dataset with 1.9M reactions from patents (1976-2016). The task is: Predict the reactants needed to synthesize the given product. (1) Given the product [Cl:1][C:2]1[C:10]2[O:9][CH2:8][O:7][C:6]=2[CH:5]=[CH:4][C:3]=1[NH2:11], predict the reactants needed to synthesize it. The reactants are: [Cl:1][C:2]1[C:10]2[O:9][CH2:8][O:7][C:6]=2[CH:5]=[CH:4][C:3]=1[NH:11]C(=O)OC(C)(C)C.Cl.O1CCOCC1. (2) Given the product [CH3:1][N:2]([CH3:15])[CH2:3][CH2:4][N:5]1[C:13]2[C:8](=[CH:9][C:10]([NH:14][C:30]([NH:29][C:26]3[CH:27]=[CH:28][C:23]([O:16][C:17]4[CH:18]=[CH:19][CH:20]=[CH:21][CH:22]=4)=[CH:24][CH:25]=3)=[O:31])=[CH:11][CH:12]=2)[CH:7]=[N:6]1, predict the reactants needed to synthesize it. The reactants are: [CH3:1][N:2]([CH3:15])[CH2:3][CH2:4][N:5]1[C:13]2[C:8](=[CH:9][C:10]([NH2:14])=[CH:11][CH:12]=2)[CH:7]=[N:6]1.[O:16]([C:23]1[CH:28]=[CH:27][C:26]([N:29]=[C:30]=[O:31])=[CH:25][CH:24]=1)[C:17]1[CH:22]=[CH:21][CH:20]=[CH:19][CH:18]=1. (3) Given the product [C:1]([O:5][C:6](=[O:12])[NH:7][CH2:8][CH2:9][CH2:10][NH:11][CH:31]([C:21]1[N:20]([CH2:13][C:14]2[CH:19]=[CH:18][CH:17]=[CH:16][CH:15]=2)[C:25](=[O:26])[C:24]2=[C:27]([Cl:30])[CH:28]=[CH:29][N:23]2[N:22]=1)[CH:32]1[CH2:33][CH2:34]1)([CH3:4])([CH3:2])[CH3:3], predict the reactants needed to synthesize it. The reactants are: [C:1]([O:5][C:6](=[O:12])[NH:7][CH2:8][CH2:9][CH2:10][NH2:11])([CH3:4])([CH3:3])[CH3:2].[CH2:13]([N:20]1[C:25](=[O:26])[C:24]2=[C:27]([Cl:30])[CH:28]=[CH:29][N:23]2[N:22]=[C:21]1[CH:31](Cl)[CH:32]1[CH2:34][CH2:33]1)[C:14]1[CH:19]=[CH:18][CH:17]=[CH:16][CH:15]=1. (4) Given the product [CH2:10]([O:9][C:7]([C:6]1([C:4]([O:3][CH2:2][CH3:1])=[O:5])[CH2:23][CH:22]1[CH:21]=[CH2:20])=[O:8])[CH3:11], predict the reactants needed to synthesize it. The reactants are: [CH3:1][CH2:2][O:3][C:4]([CH2:6][C:7]([O:9][CH2:10][CH3:11])=[O:8])=[O:5].C(O)C.[O-]CC.[Na+].Cl[CH2:20]/[CH:21]=[CH:22]/[CH2:23]Cl.[OH-].[Na+]. (5) Given the product [Cl:29][C:26]1[CH:25]=[CH:24][C:23]([CH2:22][C@@H:2]([NH:1][C:45]([CH:40]2[CH2:41][CH2:42][C:43](=[O:44])[NH:39]2)=[O:46])[C:3]([N:5]2[CH2:10][CH2:9][CH:8]([C:11]3[CH:16]=[CH:15][CH:14]=[CH:13][C:12]=3[NH:17][S:18]([CH3:21])(=[O:19])=[O:20])[CH2:7][CH2:6]2)=[O:4])=[CH:28][CH:27]=1, predict the reactants needed to synthesize it. The reactants are: [NH2:1][C@H:2]([CH2:22][C:23]1[CH:28]=[CH:27][C:26]([Cl:29])=[CH:25][CH:24]=1)[C:3]([N:5]1[CH2:10][CH2:9][CH:8]([C:11]2[CH:16]=[CH:15][CH:14]=[CH:13][C:12]=2[NH:17][S:18]([CH3:21])(=[O:20])=[O:19])[CH2:7][CH2:6]1)=[O:4].CCN(C(C)C)C(C)C.[NH:39]1[C:43](=[O:44])[CH2:42][CH2:41][CH:40]1[C:45](O)=[O:46].C1C=NC2N(O)N=NC=2C=1.C(Cl)CCl.